From a dataset of NCI-60 drug combinations with 297,098 pairs across 59 cell lines. Regression. Given two drug SMILES strings and cell line genomic features, predict the synergy score measuring deviation from expected non-interaction effect. (1) Drug 1: CC1=C2C(C(=O)C3(C(CC4C(C3C(C(C2(C)C)(CC1OC(=O)C(C(C5=CC=CC=C5)NC(=O)OC(C)(C)C)O)O)OC(=O)C6=CC=CC=C6)(CO4)OC(=O)C)O)C)O. Drug 2: C1=CC=C(C(=C1)C(C2=CC=C(C=C2)Cl)C(Cl)Cl)Cl. Cell line: NCI/ADR-RES. Synergy scores: CSS=1.42, Synergy_ZIP=0.115, Synergy_Bliss=4.79, Synergy_Loewe=1.88, Synergy_HSA=1.03. (2) Drug 1: CC1=C2C(C(=O)C3(C(CC4C(C3C(C(C2(C)C)(CC1OC(=O)C(C(C5=CC=CC=C5)NC(=O)OC(C)(C)C)O)O)OC(=O)C6=CC=CC=C6)(CO4)OC(=O)C)O)C)O. Drug 2: CC=C1C(=O)NC(C(=O)OC2CC(=O)NC(C(=O)NC(CSSCCC=C2)C(=O)N1)C(C)C)C(C)C. Cell line: U251. Synergy scores: CSS=43.9, Synergy_ZIP=0.413, Synergy_Bliss=-0.173, Synergy_Loewe=-10.8, Synergy_HSA=-2.99. (3) Drug 1: CN1CCC(CC1)COC2=C(C=C3C(=C2)N=CN=C3NC4=C(C=C(C=C4)Br)F)OC. Synergy scores: CSS=3.86, Synergy_ZIP=1.05, Synergy_Bliss=3.62, Synergy_Loewe=1.35, Synergy_HSA=1.57. Cell line: SK-MEL-2. Drug 2: C1C(C(OC1N2C=NC3=C2NC=NCC3O)CO)O. (4) Drug 1: C1CCC(CC1)NC(=O)N(CCCl)N=O. Drug 2: C1=C(C(=O)NC(=O)N1)F. Cell line: NCI-H522. Synergy scores: CSS=14.2, Synergy_ZIP=-12.0, Synergy_Bliss=-12.5, Synergy_Loewe=-12.8, Synergy_HSA=-10.5. (5) Drug 1: C1=CC(=CC=C1CCCC(=O)O)N(CCCl)CCCl. Drug 2: C#CCC(CC1=CN=C2C(=N1)C(=NC(=N2)N)N)C3=CC=C(C=C3)C(=O)NC(CCC(=O)O)C(=O)O. Cell line: UO-31. Synergy scores: CSS=13.8, Synergy_ZIP=-4.74, Synergy_Bliss=-2.75, Synergy_Loewe=-3.00, Synergy_HSA=-3.00. (6) Drug 1: CC(C)(C#N)C1=CC(=CC(=C1)CN2C=NC=N2)C(C)(C)C#N. Drug 2: C1=NNC2=C1C(=O)NC=N2. Cell line: A549. Synergy scores: CSS=-0.975, Synergy_ZIP=-0.265, Synergy_Bliss=-1.78, Synergy_Loewe=-2.43, Synergy_HSA=-2.85. (7) Drug 1: CC1=C(C(=O)C2=C(C1=O)N3CC4C(C3(C2COC(=O)N)OC)N4)N. Drug 2: C(CCl)NC(=O)N(CCCl)N=O. Cell line: HCT-15. Synergy scores: CSS=-17.1, Synergy_ZIP=5.07, Synergy_Bliss=-2.78, Synergy_Loewe=-19.0, Synergy_HSA=-18.5. (8) Drug 1: CC(CN1CC(=O)NC(=O)C1)N2CC(=O)NC(=O)C2. Drug 2: CC1C(C(CC(O1)OC2CC(OC(C2O)C)OC3=CC4=CC5=C(C(=O)C(C(C5)C(C(=O)C(C(C)O)O)OC)OC6CC(C(C(O6)C)O)OC7CC(C(C(O7)C)O)OC8CC(C(C(O8)C)O)(C)O)C(=C4C(=C3C)O)O)O)O. Cell line: OVCAR-8. Synergy scores: CSS=29.0, Synergy_ZIP=-4.58, Synergy_Bliss=6.15, Synergy_Loewe=6.21, Synergy_HSA=6.02. (9) Drug 1: COC1=CC(=CC(=C1O)OC)C2C3C(COC3=O)C(C4=CC5=C(C=C24)OCO5)OC6C(C(C7C(O6)COC(O7)C8=CC=CS8)O)O. Drug 2: C1CN(CCN1C(=O)CCBr)C(=O)CCBr. Cell line: SW-620. Synergy scores: CSS=45.3, Synergy_ZIP=-0.825, Synergy_Bliss=-1.55, Synergy_Loewe=-7.08, Synergy_HSA=0.902.